From a dataset of Peptide-MHC class II binding affinity with 134,281 pairs from IEDB. Regression. Given a peptide amino acid sequence and an MHC pseudo amino acid sequence, predict their binding affinity value. This is MHC class II binding data. (1) The peptide sequence is KDFTFVCPTEIVEFAKLAKQ. The MHC is DRB1_0301 with pseudo-sequence DRB1_0301. The binding affinity (normalized) is 0. (2) The peptide sequence is TMAGCGYLMFL. The MHC is DRB1_1101 with pseudo-sequence DRB1_1101. The binding affinity (normalized) is 0. (3) The peptide sequence is DSKHQLDMIITAVNS. The MHC is DRB1_0901 with pseudo-sequence DRB1_0901. The binding affinity (normalized) is 0. (4) The peptide sequence is EIGAVALDYPSGTSG. The MHC is DRB3_0202 with pseudo-sequence DRB3_0202. The binding affinity (normalized) is 0.648. (5) The binding affinity (normalized) is 0.328. The peptide sequence is SKGGMRNVFDEVIPT. The MHC is HLA-DQA10501-DQB10201 with pseudo-sequence HLA-DQA10501-DQB10201. (6) The peptide sequence is DEPMVQVEAGKVNHS. The binding affinity (normalized) is 0. The MHC is DRB1_0405 with pseudo-sequence DRB1_0405. (7) The peptide sequence is IRDGLQYGWKTWGKN. The MHC is HLA-DQA10501-DQB10402 with pseudo-sequence HLA-DQA10501-DQB10402. The binding affinity (normalized) is 0.488.